This data is from Reaction yield outcomes from USPTO patents with 853,638 reactions. The task is: Predict the reaction yield, written as a fraction of the theoretical maximum amount of product (1.0 means a 100% yield; for example, 0.34 means a 34% yield). (1) The reactants are [Br:1][C:2]1[CH:3]=[N:4][N:5]([CH3:16])[C:6]=1[C:7]1[CH:8]=[C:9]([C:13]([OH:15])=O)[O:10][C:11]=1[CH3:12].[NH2:17][C@@H:18]([CH2:31][C:32]1[CH:37]=[CH:36][CH:35]=[CH:34][C:33]=1[C:38]([F:41])([F:40])[F:39])[CH2:19][N:20]1[C:28](=[O:29])[C:27]2[C:22](=[CH:23][CH:24]=[CH:25][CH:26]=2)[C:21]1=[O:30].C(N(C(C)C)CC)(C)C.F[P-](F)(F)(F)(F)F.Br[P+](N1CCCC1)(N1CCCC1)N1CCCC1. The catalyst is C(Cl)Cl. The product is [Br:1][C:2]1[CH:3]=[N:4][N:5]([CH3:16])[C:6]=1[C:7]1[CH:8]=[C:9]([C:13]([NH:17][C@@H:18]([CH2:31][C:32]2[CH:37]=[CH:36][CH:35]=[CH:34][C:33]=2[C:38]([F:41])([F:39])[F:40])[CH2:19][N:20]2[C:28](=[O:29])[C:27]3[C:22](=[CH:23][CH:24]=[CH:25][CH:26]=3)[C:21]2=[O:30])=[O:15])[O:10][C:11]=1[CH3:12]. The yield is 0.460. (2) The reactants are [F:1][C:2]1[C:10]([O:11][C:12]2[C:21]3[C:16](=[CH:17][C:18]([O:24][CH2:25][CH:26]4[CH2:31][CH2:30][NH:29][CH2:28][CH2:27]4)=[C:19]([O:22][CH3:23])[CH:20]=3)[N:15]=[CH:14][N:13]=2)=[CH:9][CH:8]=[C:7]2[C:3]=1[CH:4]=[C:5]([CH3:32])[NH:6]2.C(N(C(C)C)CC)(C)C.[C:42](Cl)(=[O:44])[CH3:43]. The catalyst is C(Cl)Cl. The product is [C:42]([N:29]1[CH2:30][CH2:31][CH:26]([CH2:25][O:24][C:18]2[CH:17]=[C:16]3[C:21]([C:12]([O:11][C:10]4[C:2]([F:1])=[C:3]5[C:7](=[CH:8][CH:9]=4)[NH:6][C:5]([CH3:32])=[CH:4]5)=[N:13][CH:14]=[N:15]3)=[CH:20][C:19]=2[O:22][CH3:23])[CH2:27][CH2:28]1)(=[O:44])[CH3:43]. The yield is 0.710. (3) The reactants are [Cl:1][C:2]1[CH:3]=[C:4]([CH2:9][OH:10])[CH:5]=[N:6][C:7]=1[Cl:8].C[N+]1([O-])CCOCC1. The catalyst is C(Cl)Cl. The product is [Cl:1][C:2]1[CH:3]=[C:4]([CH:9]=[O:10])[CH:5]=[N:6][C:7]=1[Cl:8]. The yield is 0.220. (4) The reactants are [Cl-].O[NH3+:3].[C:4](=[O:7])([O-])[OH:5].[Na+].CS(C)=O.[CH2:13]([C:15]1[S:53][C:18]2[N:19]([CH2:38][C:39]3[CH:44]=[CH:43][C:42]([C:45]4[C:46]([C:51]#[N:52])=[CH:47][CH:48]=[CH:49][CH:50]=4)=[CH:41][CH:40]=3)[C:20](=[O:37])[N:21]([CH2:24][C:25]([C:27]3[N:31]([CH3:32])[C:30]4[CH:33]=[CH:34][CH:35]=[CH:36][C:29]=4[N:28]=3)=[O:26])[C:22](=[O:23])[C:17]=2[CH:16]=1)[CH3:14]. The catalyst is O.C(OCC)(=O)C. The product is [CH2:13]([C:15]1[S:53][C:18]2[N:19]([CH2:38][C:39]3[CH:40]=[CH:41][C:42]([C:45]4[CH:50]=[CH:49][CH:48]=[CH:47][C:46]=4[C:51]4[NH:3][C:4](=[O:7])[O:5][N:52]=4)=[CH:43][CH:44]=3)[C:20](=[O:37])[N:21]([CH2:24][C:25]([C:27]3[N:31]([CH3:32])[C:30]4[CH:33]=[CH:34][CH:35]=[CH:36][C:29]=4[N:28]=3)=[O:26])[C:22](=[O:23])[C:17]=2[CH:16]=1)[CH3:14]. The yield is 0.160. (5) The reactants are Br[CH2:2][C:3]1[CH:4]=[C:5]([CH:8]=[CH:9][CH:10]=1)[C:6]#[N:7].[F:11][C:12]1[CH:17]=[CH:16][C:15]([C:18]([N:20]2[CH2:25][CH2:24][N:23]3[N:26]=[C:27]([OH:29])[CH:28]=[C:22]3[CH2:21]2)=[O:19])=[CH:14][CH:13]=1.C([O-])([O-])=O.[Cs+].[Cs+]. The catalyst is C(#N)C.O. The product is [F:11][C:12]1[CH:17]=[CH:16][C:15]([C:18]([N:20]2[CH2:25][CH2:24][N:23]3[N:26]=[C:27]([O:29][CH2:2][C:3]4[CH:4]=[C:5]([CH:8]=[CH:9][CH:10]=4)[C:6]#[N:7])[CH:28]=[C:22]3[CH2:21]2)=[O:19])=[CH:14][CH:13]=1. The yield is 0.590. (6) The reactants are Cl[C:2]1[N:7]=[C:6]([NH:8][C:9]2[C:14]([CH3:15])=[CH:13][C:12]([CH3:16])=[CH:11][C:10]=2[CH3:17])[N:5]=[C:4]([NH:18][C:19]2[CH:26]=[CH:25][C:22]([C:23]#[N:24])=[CH:21][CH:20]=2)[N:3]=1.[NH3:27].O1CCOCC1. No catalyst specified. The product is [NH2:27][C:2]1[N:7]=[C:6]([NH:8][C:9]2[C:14]([CH3:15])=[CH:13][C:12]([CH3:16])=[CH:11][C:10]=2[CH3:17])[N:5]=[C:4]([NH:18][C:19]2[CH:26]=[CH:25][C:22]([C:23]#[N:24])=[CH:21][CH:20]=2)[N:3]=1. The yield is 0.614. (7) The reactants are [CH3:1][O:2][C:3]1[CH:4]=[C:5]([C:9]2[S:16][C:15]3[CH:14]=[N:13][N:12](COCC[Si](C)(C)C)[C:11]=3[CH:10]=2)[CH:6]=[CH:7][CH:8]=1.COC1C=C(C2SC3C(=NN(COCC[Si](C)(C)C)C=3)C=2)C=CC=1.C(N)CN.[F-].C([N+](CCCC)(CCCC)CCCC)CCC. The catalyst is O1CCCC1. The product is [CH3:1][O:2][C:3]1[CH:4]=[C:5]([C:9]2[S:16][C:15]3[CH:14]=[N:13][NH:12][C:11]=3[CH:10]=2)[CH:6]=[CH:7][CH:8]=1. The yield is 0.870.